This data is from Full USPTO retrosynthesis dataset with 1.9M reactions from patents (1976-2016). The task is: Predict the reactants needed to synthesize the given product. (1) Given the product [F:1][C@H:2]1[C@H:6]([CH3:7])[N:5]([S:8]([C:11]2[CH:12]=[CH:13][C:14]([F:17])=[CH:15][CH:16]=2)(=[O:9])=[O:10])[C@H:4]([C:18]([NH:20][CH2:21][C:22]2[C:27]([F:28])=[CH:26][N:25]=[C:24]([CH:29]3[CH2:34][CH2:33][N:32]([CH2:41][C:42]([F:48])([F:47])[C:43]([F:46])([F:45])[F:44])[CH2:31][CH2:30]3)[CH:23]=2)=[O:19])[CH2:3]1, predict the reactants needed to synthesize it. The reactants are: [F:1][C@H:2]1[C@H:6]([CH3:7])[N:5]([S:8]([C:11]2[CH:16]=[CH:15][C:14]([F:17])=[CH:13][CH:12]=2)(=[O:10])=[O:9])[C@H:4]([C:18]([NH:20][CH2:21][C:22]2[C:27]([F:28])=[CH:26][N:25]=[C:24]([CH:29]3[CH2:34][CH2:33][NH:32][CH2:31][CH2:30]3)[CH:23]=2)=[O:19])[CH2:3]1.FC(F)(F)S(O[CH2:41][C:42]([F:48])([F:47])[C:43]([F:46])([F:45])[F:44])(=O)=O.C(N(C(C)C)CC)(C)C. (2) Given the product [Br:21][C:22]1[CH:28]=[CH:27][CH:26]=[CH:25][C:23]=1[NH:24][C:4]1[C:5](=[O:20])[C:6](=[O:19])[C:7]=1[NH:8][C:9]1[CH:14]=[CH:13][C:12]([N+:15]([O-:17])=[O:16])=[CH:11][C:10]=1[OH:18], predict the reactants needed to synthesize it. The reactants are: C(O[C:4]1[C:5](=[O:20])[C:6](=[O:19])[C:7]=1[NH:8][C:9]1[CH:14]=[CH:13][C:12]([N+:15]([O-:17])=[O:16])=[CH:11][C:10]=1[OH:18])C.[Br:21][C:22]1[CH:28]=[CH:27][CH:26]=[CH:25][C:23]=1[NH2:24].C(OC(=O)C)C. (3) Given the product [CH2:10]([O:9][C:8]([N:1]([CH2:16][C:11]1[CH:10]=[CH:26][C:25]([O:24][CH3:23])=[CH:13][CH:12]=1)[CH2:2][CH2:3][CH2:4][C:5]([OH:7])=[O:6])=[O:17])[C:11]1[CH:16]=[CH:15][CH:14]=[CH:13][CH:12]=1, predict the reactants needed to synthesize it. The reactants are: [NH2:1][CH2:2][CH2:3][CH2:4][C:5]([OH:7])=[O:6].[C:8](Cl)(=[O:17])[O:9][CH2:10][C:11]1[CH:16]=[CH:15][CH:14]=[CH:13][CH:12]=1.[OH-].[Na+].O1[CH2:26][CH2:25][O:24][CH2:23]C1. (4) Given the product [Cl:13][C:14]1[C:15]2[N:22]([CH3:23])[C:21]([C:1]#[N:4])=[CH:20][C:16]=2[N:17]=[CH:18][N:19]=1, predict the reactants needed to synthesize it. The reactants are: [CH:1]([NH:4]C(C)C)(C)C.C([Li])CCC.[Cl:13][C:14]1[C:15]2[N:22]([CH3:23])[CH:21]=[CH:20][C:16]=2[N:17]=[CH:18][N:19]=1.C1(C)C=CC(S(C#N)(=O)=O)=CC=1. (5) Given the product [Cl:1][C:2]1[N:3]=[C:4]([C:20]2[CH:21]=[C:22]([CH2:26][C:27]#[N:28])[CH:23]=[CH:24][CH:25]=2)[C:5]2[CH:10]=[CH:9][NH:8][C:6]=2[N:7]=1, predict the reactants needed to synthesize it. The reactants are: [Cl:1][C:2]1[N:3]=[C:4](Cl)[C:5]2[CH:10]=[CH:9][NH:8][C:6]=2[N:7]=1.CC1(C)C(C)(C)OB([C:20]2[CH:21]=[C:22]([CH2:26][C:27]#[N:28])[CH:23]=[CH:24][CH:25]=2)O1.C([O-])([O-])=O.[Na+].[Na+]. (6) Given the product [Br:12][C:6]1[CH:7]=[C:8]([N+:9]([O-:11])=[O:10])[C:2]([F:1])=[CH:3][C:4]=1[NH2:5], predict the reactants needed to synthesize it. The reactants are: [F:1][C:2]1[CH:3]=[C:4]([CH:6]=[CH:7][C:8]=1[N+:9]([O-:11])=[O:10])[NH2:5].[Br:12]Br.[OH-].[Na+]. (7) Given the product [CH3:48][O:47][C:45](=[O:46])[CH2:44][NH:38][C:35]1[CH:34]=[CH:33][C:32]([CH2:31][N:19]2[CH:20]=[C:21]([C:23]3[CH:28]=[CH:27][C:26]([Cl:29])=[CH:25][C:24]=3[Cl:30])[N:22]=[C:18]2/[CH:17]=[CH:16]/[C:13]2[CH:12]=[CH:11][C:10]([O:9][C:8]3[CH:41]=[CH:42][C:5]([C:1]([CH3:2])([CH3:3])[CH3:4])=[CH:6][CH:7]=3)=[CH:15][CH:14]=2)=[CH:37][CH:36]=1, predict the reactants needed to synthesize it. The reactants are: [C:1]([C:5]1[CH:42]=[CH:41][C:8]([O:9][C:10]2[CH:15]=[CH:14][C:13](/[CH:16]=[CH:17]/[C:18]3[N:19]([CH2:31][C:32]4[CH:37]=[CH:36][C:35]([N+:38]([O-])=O)=[CH:34][CH:33]=4)[CH:20]=[C:21]([C:23]4[CH:28]=[CH:27][C:26]([Cl:29])=[CH:25][C:24]=4[Cl:30])[N:22]=3)=[CH:12][CH:11]=2)=[CH:7][CH:6]=1)([CH3:4])([CH3:3])[CH3:2].Br[CH2:44][C:45]([O:47][CH3:48])=[O:46]. (8) Given the product [CH3:1][O:2][C:3]1[CH:4]=[C:5]([CH3:22])[C:6]([S:10]([N:13]([CH3:14])[CH2:15][CH2:16][O:17][CH2:18][C:19](=[O:21])[N:64]2[CH2:65][CH2:66][C:67]3[S:68][C:60]([CH2:59][N:53]4[CH2:54][CH2:55][CH2:56][CH2:57][CH2:58]4)=[CH:61][C:62]=3[CH2:63]2)(=[O:11])=[O:12])=[C:7]([CH3:9])[CH:8]=1, predict the reactants needed to synthesize it. The reactants are: [CH3:1][O:2][C:3]1[CH:8]=[C:7]([CH3:9])[C:6]([S:10]([N:13]([CH2:15][CH2:16][O:17][CH2:18][C:19]([OH:21])=O)[CH3:14])(=[O:12])=[O:11])=[C:5]([CH3:22])[CH:4]=1.C(N(C(C)C)CC)(C)C.C1C=NC2N(O)N=NC=2C=1.CCN=C=NCCCN(C)C.[N:53]1([CH2:59][C:60]2[S:68][C:67]3[CH2:66][CH2:65][NH:64][CH2:63][C:62]=3[CH:61]=2)[CH2:58][CH2:57][CH2:56][CH2:55][CH2:54]1. (9) Given the product [F:1][C:2]([F:11])([F:12])[O:3][C:4]1[CH:5]=[CH:6][C:7]([O:10][CH2:14][CH2:15][OH:16])=[CH:8][CH:9]=1, predict the reactants needed to synthesize it. The reactants are: [F:1][C:2]([F:12])([F:11])[O:3][C:4]1[CH:9]=[CH:8][C:7]([OH:10])=[CH:6][CH:5]=1.Br[CH2:14][CH2:15][O:16][Si](C(C)(C)C)(C)C.C([O-])([O-])=O.[Cs+].[Cs+].F.F.F.C(N(CC)CC)C. (10) Given the product [CH3:9][O:10][C:11]1[CH:16]=[CH:15][C:14]([CH2:17][CH:18]([CH3:19])[NH:8][CH2:1][C:2]2[CH:7]=[CH:6][CH:5]=[CH:4][CH:3]=2)=[CH:13][CH:12]=1, predict the reactants needed to synthesize it. The reactants are: [CH2:1]([NH2:8])[C:2]1[CH:7]=[CH:6][CH:5]=[CH:4][CH:3]=1.[CH3:9][O:10][C:11]1[CH:16]=[CH:15][C:14]([CH2:17][C:18](=O)[CH3:19])=[CH:13][CH:12]=1.